This data is from Peptide-MHC class II binding affinity with 134,281 pairs from IEDB. The task is: Regression. Given a peptide amino acid sequence and an MHC pseudo amino acid sequence, predict their binding affinity value. This is MHC class II binding data. (1) The peptide sequence is ARILRQLATPISVII. The MHC is HLA-DPA10201-DPB10501 with pseudo-sequence HLA-DPA10201-DPB10501. The binding affinity (normalized) is 0.574. (2) The peptide sequence is APEVKYTVFETALKKAITAM. The MHC is DRB1_0401 with pseudo-sequence DRB1_0401. The binding affinity (normalized) is 0.374. (3) The peptide sequence is GELQIVDKIDAAAKI. The MHC is DRB1_1501 with pseudo-sequence DRB1_1501. The binding affinity (normalized) is 0.336. (4) The peptide sequence is SKMSVVMRNTTWEGQ. The MHC is H-2-IAb with pseudo-sequence H-2-IAb. The binding affinity (normalized) is 0.368. (5) The binding affinity (normalized) is 0. The peptide sequence is GKTKEGVLYVGSKTK. The MHC is DRB1_1201 with pseudo-sequence DRB1_1201. (6) The peptide sequence is MNMSRQGIFQTVGSG. The MHC is DRB1_0701 with pseudo-sequence DRB1_0701. The binding affinity (normalized) is 0.360.